This data is from Full USPTO retrosynthesis dataset with 1.9M reactions from patents (1976-2016). The task is: Predict the reactants needed to synthesize the given product. Given the product [ClH:1].[Cl:1][C:2]1[CH:7]=[C:6]([O:8][C:9]2[C:10]3[N:17]([CH3:18])[C:16]([CH3:19])=[CH:15][C:11]=3[N:12]=[CH:13][N:14]=2)[CH:5]=[CH:4][C:3]=1[NH:20][C:21]([NH:23][C:24]1[CH:29]=[CH:28][CH:27]=[C:26]([C:30]([F:32])([F:31])[F:33])[CH:25]=1)=[O:22], predict the reactants needed to synthesize it. The reactants are: [Cl:1][C:2]1[CH:7]=[C:6]([O:8][C:9]2[C:10]3[N:17]([CH3:18])[C:16]([CH3:19])=[CH:15][C:11]=3[N:12]=[CH:13][N:14]=2)[CH:5]=[CH:4][C:3]=1[NH:20][C:21]([NH:23][C:24]1[CH:29]=[CH:28][CH:27]=[C:26]([C:30]([F:33])([F:32])[F:31])[CH:25]=1)=[O:22].Cl.C(OCC)(=O)C.